This data is from Forward reaction prediction with 1.9M reactions from USPTO patents (1976-2016). The task is: Predict the product of the given reaction. Given the reactants NCCNC[C:6]1[N:11]=[C:10]([C:12]2[CH:17]=[CH:16][C:15]([Cl:18])=[CH:14][C:13]=2[Cl:19])[C:9]([C:20]2[NH:21][CH:22]=[CH:23][N:24]=2)=[CH:8][N:7]=1.Cl[C:26]1[CH:31]=[CH:30][C:29]([C:32]#[N:33])=[CH:28][N:27]=1, predict the reaction product. The product is: [Cl:19][C:13]1[CH:14]=[C:15]([Cl:18])[CH:16]=[CH:17][C:12]=1[C:10]1[C:9]([C:20]2[NH:21][CH:22]=[CH:23][N:24]=2)=[CH:8][N:7]=[C:6]([N:21]([CH3:20])[CH2:22][CH2:23][NH:24][C:26]2[CH:31]=[CH:30][C:29]([C:32]#[N:33])=[CH:28][N:27]=2)[N:11]=1.